This data is from Reaction yield outcomes from USPTO patents with 853,638 reactions. The task is: Predict the reaction yield, written as a fraction of the theoretical maximum amount of product (1.0 means a 100% yield; for example, 0.34 means a 34% yield). (1) The yield is 0.960. The reactants are C(NC(C)C)(C)C.C([Li])CCC.[F:13][C:14]1[N:19]=[CH:18][C:17]([CH:20]([N:22]2[CH2:27][CH2:26][O:25][CH2:24][CH2:23]2)[CH3:21])=[CH:16][CH:15]=1.[B:28](OC(C)C)([O:33]C(C)C)[O:29]C(C)C. The catalyst is O1CCCC1. The product is [F:13][C:14]1[C:15]([B:28]([OH:33])[OH:29])=[CH:16][C:17]([CH:20]([N:22]2[CH2:27][CH2:26][O:25][CH2:24][CH2:23]2)[CH3:21])=[CH:18][N:19]=1. (2) The reactants are Br[C:2]1[CH:7]=[CH:6][CH:5]=[CH:4][C:3]=1[CH2:8][CH2:9][NH:10][C:11]([CH:13]1[CH2:18][CH:17]([CH3:19])[CH2:16][CH2:15][CH:14]1[CH:20]([CH3:22])[CH3:21])=[O:12].[C:23]([Cu])#[N:24]. The catalyst is CN1C(=O)CCC1. The product is [C:23]([C:2]1[CH:7]=[CH:6][CH:5]=[CH:4][C:3]=1[CH2:8][CH2:9][NH:10][C:11]([CH:13]1[CH2:18][CH:17]([CH3:19])[CH2:16][CH2:15][CH:14]1[CH:20]([CH3:22])[CH3:21])=[O:12])#[N:24]. The yield is 0.810. (3) The reactants are [Cl:1][C:2]1[CH:11]=[CH:10][C:9]2[C:4](=[CH:5][C:6]([C:12]([O:14]CC)=[O:13])=[CH:7][CH:8]=2)[N:3]=1.[OH-].[Li+]. The catalyst is O1CCCC1. The product is [Cl:1][C:2]1[CH:11]=[CH:10][C:9]2[C:4](=[CH:5][C:6]([C:12]([OH:14])=[O:13])=[CH:7][CH:8]=2)[N:3]=1. The yield is 0.920. (4) The reactants are [OH:1][N:2]=[C:3](Cl)[C:4]1[C:8]([NH:9][CH2:10][CH2:11][O:12][CH3:13])=[N:7][O:6][N:5]=1.[NH2:15][C:16]1[CH:17]=[CH:18][C:19]([F:24])=[C:20]([CH:23]=1)[C:21]#[N:22]. No catalyst specified. The product is [C:21]([C:20]1[CH:23]=[C:16]([NH:15][C:3]([C:4]2[C:8]([NH:9][CH2:10][CH2:11][O:12][CH3:13])=[N:7][O:6][N:5]=2)=[N:2][OH:1])[CH:17]=[CH:18][C:19]=1[F:24])#[N:22]. The yield is 1.00. (5) The reactants are Cl[C:2]1[C:3]2[CH:17]=[CH:16][CH:15]=[N:14][C:4]=2[N:5]=[C:6]([C:8]2[CH:13]=[CH:12][CH:11]=[CH:10][CH:9]=2)[N:7]=1.[NH2:18][C:19]1[CH:23]=[C:22]([CH3:24])[NH:21][N:20]=1. The catalyst is C1COCC1. The product is [CH3:24][C:22]1[CH:23]=[C:19]([NH:18][C:2]2[C:3]3[CH:17]=[CH:16][CH:15]=[N:14][C:4]=3[N:5]=[C:6]([C:8]3[CH:13]=[CH:12][CH:11]=[CH:10][CH:9]=3)[N:7]=2)[NH:20][N:21]=1. The yield is 0.500. (6) The reactants are CN1CCN(C2C=CC(NC3C4N(N=CN=4)C(C4C=C(C(N)=O)SC=4)=CN=3)=CC=2)CC1.[C:32]([O:36][C:37]([N:39]1[CH2:44][CH2:43][N:42]([C:45]2[CH:50]=[CH:49][C:48]([NH:51][C:52]3[C:53]4[N:54]([N:59]=[CH:60][N:61]=4)[C:55](Br)=[CH:56][N:57]=3)=[CH:47][CH:46]=2)[C:41](=[O:62])[CH2:40]1)=[O:38])([CH3:35])([CH3:34])[CH3:33].CC1(C)C(C)(C)OB([C:71]2[CH:72]=[C:73]3[C:77](=[CH:78][CH:79]=2)[C:76](=[O:80])[NH:75][CH2:74]3)O1.C([O-])([O-])=O.[Na+].[Na+]. The catalyst is [Cl-].[Na+].O.C1C=CC([P]([Pd]([P](C2C=CC=CC=2)(C2C=CC=CC=2)C2C=CC=CC=2)([P](C2C=CC=CC=2)(C2C=CC=CC=2)C2C=CC=CC=2)[P](C2C=CC=CC=2)(C2C=CC=CC=2)C2C=CC=CC=2)(C2C=CC=CC=2)C2C=CC=CC=2)=CC=1.C1(C)C=CC=CC=1.O1CCOCC1. The product is [C:32]([O:36][C:37]([N:39]1[CH2:44][CH2:43][N:42]([C:45]2[CH:50]=[CH:49][C:48]([NH:51][C:52]3[C:53]4[N:54]([N:59]=[CH:60][N:61]=4)[C:55]([C:71]4[CH:72]=[C:73]5[C:77](=[CH:78][CH:79]=4)[C:76](=[O:80])[NH:75][CH2:74]5)=[CH:56][N:57]=3)=[CH:47][CH:46]=2)[C:41](=[O:62])[CH2:40]1)=[O:38])([CH3:35])([CH3:34])[CH3:33]. The yield is 0.470.